From a dataset of Full USPTO retrosynthesis dataset with 1.9M reactions from patents (1976-2016). Predict the reactants needed to synthesize the given product. (1) Given the product [OH:32][CH2:33][CH2:34][N:35]([CH2:36][CH2:37][OH:38])[C:20]1[S:21][C:17](=[CH:16][C:12]2[CH:11]=[C:10]3[C:15](=[CH:14][CH:13]=2)[N:7]([CH2:6][C:5]2[CH:26]=[CH:27][C:2]([Cl:1])=[CH:3][C:4]=2[C:28]([F:31])([F:30])[F:29])[N:8]=[CH:9]3)[C:18](=[O:25])[N:19]=1, predict the reactants needed to synthesize it. The reactants are: [Cl:1][C:2]1[CH:27]=[CH:26][C:5]([CH2:6][N:7]2[C:15]3[C:10](=[CH:11][C:12]([CH:16]=[C:17]4[S:21][CH:20](SCC)[NH:19][C:18]4=[O:25])=[CH:13][CH:14]=3)[CH:9]=[N:8]2)=[C:4]([C:28]([F:31])([F:30])[F:29])[CH:3]=1.[OH:32][CH2:33][CH2:34][NH:35][CH2:36][CH2:37][OH:38]. (2) The reactants are: [C:1]([O:4][CH2:5][CH2:6][N:7]1[C:19]2[C:18]3[CH:17]=[CH:16][CH:15]=[CH:14][C:13]=3[N:12]=[C:11]([NH:20][C:21](=[O:30])[O:22][CH2:23][C:24]3[CH:29]=[CH:28][CH:27]=[CH:26][CH:25]=3)[C:10]=2[N:9]=[CH:8]1)#[C:2][CH3:3].I[C:32]1[CH:33]=[C:34]([S:39]([NH2:42])(=[O:41])=[O:40])[CH:35]=[CH:36][C:37]=1[CH3:38].[CH2:43](N(CC)CC)C. Given the product [CH3:38][C:37]1[CH:36]=[CH:35][C:34]([S:39]([NH:42][CH3:43])(=[O:41])=[O:40])=[CH:33][C:32]=1[C:3]#[C:2][CH2:1][O:4][CH2:5][CH2:6][N:7]1[C:19]2[C:18]3[CH:17]=[CH:16][CH:15]=[CH:14][C:13]=3[N:12]=[C:11]([NH:20][C:21](=[O:30])[O:22][CH2:23][C:24]3[CH:29]=[CH:28][CH:27]=[CH:26][CH:25]=3)[C:10]=2[N:9]=[CH:8]1, predict the reactants needed to synthesize it. (3) Given the product [F:1][C:2]1[CH:7]=[C:6]([F:8])[CH:5]=[CH:4][C:3]=1[C:9]1[CH:10]=[CH:11][C:12]([O:15][CH2:16][C:17]2[CH:18]=[C:19]([CH2:20][OH:21])[CH:23]=[CH:24][C:25]=2[F:26])=[CH:13][CH:14]=1, predict the reactants needed to synthesize it. The reactants are: [F:1][C:2]1[CH:7]=[C:6]([F:8])[CH:5]=[CH:4][C:3]=1[C:9]1[CH:14]=[CH:13][C:12]([O:15][CH2:16][C:17]2[CH:18]=[C:19]([CH:23]=[CH:24][C:25]=2[F:26])[C:20](O)=[O:21])=[CH:11][CH:10]=1.B. (4) The reactants are: [CH:1]1([CH2:4][CH2:5][OH:6])[CH2:3][CH2:2]1.Cl[S:8]([N:11]=C=O)(=[O:10])=[O:9].C(O)=O.CCN(CC)CC. Given the product [S:8](=[O:10])(=[O:9])([O:6][CH2:5][CH2:4][CH:1]1[CH2:3][CH2:2]1)[NH2:11], predict the reactants needed to synthesize it. (5) Given the product [F:64][C:63]1[CH:62]=[C:61]([NH:65][S:66]([CH3:69])(=[O:68])=[O:67])[C:60]([CH3:70])=[CH:59][C:58]=1[C@H:56]([NH:55][C:49]([CH:44]1[CH2:43][CH2:42][C:41]2[N:40]=[C:39]([C:36]([CH3:38])([CH3:37])[C:35]([F:53])([F:34])[F:52])[CH:48]=[CH:47][C:46]=2[CH2:45]1)=[O:51])[CH3:57], predict the reactants needed to synthesize it. The reactants are: F[P-](F)(F)(F)(F)F.C[N+](C)=C(N(C)C)ON1C2N=CC=CC=2N=N1.C(N(CC)C(C)C)(C)C.[F:34][C:35]([F:53])([F:52])[C:36]([C:39]1[CH:48]=[CH:47][C:46]2[CH2:45][C@H:44]([C:49]([OH:51])=O)[CH2:43][CH2:42][C:41]=2[N:40]=1)([CH3:38])[CH3:37].Cl.[NH2:55][C@@H:56]([C:58]1[C:63]([F:64])=[CH:62][C:61]([NH:65][S:66]([CH3:69])(=[O:68])=[O:67])=[C:60]([CH3:70])[CH:59]=1)[CH3:57].